Dataset: Full USPTO retrosynthesis dataset with 1.9M reactions from patents (1976-2016). Task: Predict the reactants needed to synthesize the given product. (1) Given the product [CH2:28]([N:3]1[C:4](=[O:27])[C:5]2[NH:6][C:7]([C:11]3[CH:12]=[N:13][N:14]([CH2:16][C:17]4[CH:22]=[CH:21][CH:20]=[C:19]([C:37]([F:39])([F:38])[F:36])[CH:18]=4)[CH:15]=3)=[N:8][C:9]=2[N:10]=[C:2]1[C:37]([F:39])([F:38])[F:36])[CH2:29][CH3:30], predict the reactants needed to synthesize it. The reactants are: I[C:2]1[N:3]([CH2:28][CH2:29][CH3:30])[C:4](=[O:27])[C:5]2[NH:6][C:7]([C:11]3[CH:12]=[N:13][N:14]([CH2:16][C:17]4[CH:22]=[CH:21][CH:20]=[C:19](C(F)(F)F)[CH:18]=4)[CH:15]=3)=[N:8][C:9]=2[N:10]=1.C1COCC1.[F:36][C:37](I)([F:39])[F:38]. (2) Given the product [CH3:47][O:48][C:49]([C:51]1[N:52]([CH2:69][C:70]2[CH:78]=[CH:77][C:73]3[O:74][CH2:75][O:76][C:72]=3[CH:71]=2)[C:53](=[O:68])[C:54]2[C:59]([C:60]=1[C:61]1[CH:66]=[CH:65][CH:64]=[CH:63][CH:62]=1)=[CH:58][C:57]([NH:86][CH2:79][C:80]1[CH:85]=[CH:84][CH:83]=[CH:82][CH:81]=1)=[CH:56][CH:55]=2)=[O:50], predict the reactants needed to synthesize it. The reactants are: C1(P(C2C=CC=CC=2)C2C=CC3C(=CC=CC=3)C=2C2C3C(=CC=CC=3)C=CC=2P(C2C=CC=CC=2)C2C=CC=CC=2)C=CC=CC=1.[CH3:47][O:48][C:49]([C:51]1[N:52]([CH2:69][C:70]2[CH:78]=[CH:77][C:73]3[O:74][CH2:75][O:76][C:72]=3[CH:71]=2)[C:53](=[O:68])[C:54]2[C:59]([C:60]=1[C:61]1[CH:66]=[CH:65][CH:64]=[CH:63][CH:62]=1)=[CH:58][C:57](Br)=[CH:56][CH:55]=2)=[O:50].[CH2:79]([NH2:86])[C:80]1[CH:85]=[CH:84][CH:83]=[CH:82][CH:81]=1.CC(C)([O-])C.[Na+]. (3) Given the product [CH3:31][O:30][C:28]1[CH:27]=[C:26]([C:32]([CH3:36])([CH3:35])[CH2:33][NH:1][C:2]2[CH:7]=[C:6]([OH:8])[C:5]([O:9][CH3:10])=[CH:4][C:3]=2[C:11]([C:13]2[CH:18]=[CH:17][C:16]([CH:19]([CH3:21])[CH3:20])=[CH:15][CH:14]=2)=[O:12])[CH:25]=[C:24]([O:23][CH3:22])[CH:29]=1, predict the reactants needed to synthesize it. The reactants are: [NH2:1][C:2]1[CH:7]=[C:6]([OH:8])[C:5]([O:9][CH3:10])=[CH:4][C:3]=1[C:11]([C:13]1[CH:18]=[CH:17][C:16]([CH:19]([CH3:21])[CH3:20])=[CH:15][CH:14]=1)=[O:12].[CH3:22][O:23][C:24]1[CH:25]=[C:26]([C:32]([CH3:36])([CH3:35])[CH:33]=O)[CH:27]=[C:28]([O:30][CH3:31])[CH:29]=1.[BH3-]C#N.[Na+].